This data is from Peptide-MHC class I binding affinity with 185,985 pairs from IEDB/IMGT. The task is: Regression. Given a peptide amino acid sequence and an MHC pseudo amino acid sequence, predict their binding affinity value. This is MHC class I binding data. (1) The peptide sequence is LVAEHRFENM. The MHC is HLA-A02:01 with pseudo-sequence HLA-A02:01. The binding affinity (normalized) is 0. (2) The peptide sequence is WAIQCYTGV. The MHC is HLA-A02:12 with pseudo-sequence HLA-A02:12. The binding affinity (normalized) is 0.0847. (3) The peptide sequence is RHYKRWPFY. The MHC is HLA-A26:02 with pseudo-sequence HLA-A26:02. The binding affinity (normalized) is 0.0847.